Dataset: Reaction yield outcomes from USPTO patents with 853,638 reactions. Task: Predict the reaction yield, written as a fraction of the theoretical maximum amount of product (1.0 means a 100% yield; for example, 0.34 means a 34% yield). (1) The reactants are [OH:1][C@@H:2]1[CH2:7][CH2:6][C@H:5]([C:8]([OH:10])=O)[CH2:4][CH2:3]1.CCN=C=NCCCN(C)C.CCN(C(C)C)C(C)C.Cl.[CH3:32][NH:33][O:34][CH3:35]. The catalyst is C(Cl)Cl.O. The product is [OH:1][C@@H:2]1[CH2:3][CH2:4][C@H:5]([C:8]([N:33]([O:34][CH3:35])[CH3:32])=[O:10])[CH2:6][CH2:7]1. The yield is 0.400. (2) The product is [OH:31][NH:32][C:23]([C:17]1([S:14]([C:11]2[CH:10]=[CH:9][C:8]([O:7][CH2:6][CH2:5][CH2:4][C:1]3[O:2][C:54]([C:49]4[CH:50]=[CH:51][CH:52]=[CH:53][C:48]=4[CH3:58])=[N:56][N:57]=3)=[CH:13][CH:12]=2)(=[O:16])=[O:15])[CH2:22][CH2:21][O:20][CH2:19][CH2:18]1)=[O:24]. The reactants are [C:1]([CH2:4][CH2:5][CH2:6][O:7][C:8]1[CH:13]=[CH:12][C:11]([S:14]([C:17]2([C:23](OC(C)(C)C)=[O:24])[CH2:22][CH2:21][O:20][CH2:19][CH2:18]2)(=[O:16])=[O:15])=[CH:10][CH:9]=1)(O)=[O:2].O.[OH:31][N:32]1C2C=CC=CC=2N=N1.C(N(CC)CC)C.[C:48]1([CH3:58])[C:49]([C:54]([NH:56][NH2:57])=O)=[CH:50][CH:51]=[CH:52][CH:53]=1.Cl.CN(C)CCCN=C=NCC. The yield is 0.830. The catalyst is CN(C)C=O. (3) The catalyst is CO. The product is [Cl:3][C:4]1[CH:5]=[C:6]([CH:10]2[C:19]3[C:14](=[CH:15][CH:16]=[C:17]([C:20]([C:28]4[CH:33]=[CH:32][C:31]([O:34][CH3:35])=[CH:30][CH:29]=4)([C:22]4[N:26]([CH3:27])[CH:25]=[N:24][CH:23]=4)[OH:21])[CH:18]=3)[N:13]3[N:36]=[N:37][N:38]=[C:12]3[NH:11]2)[CH:7]=[CH:8][CH:9]=1. The yield is 0.670. The reactants are [BH4-].[Na+].[Cl:3][C:4]1[CH:5]=[C:6]([C:10]2[C:19]3[C:14](=[CH:15][CH:16]=[C:17]([C:20]([C:28]4[CH:33]=[CH:32][C:31]([O:34][CH3:35])=[CH:30][CH:29]=4)([C:22]4[N:26]([CH3:27])[CH:25]=[N:24][CH:23]=4)[OH:21])[CH:18]=3)[N:13]3[N:36]=[N:37][N:38]=[C:12]3[N:11]=2)[CH:7]=[CH:8][CH:9]=1.C(Cl)Cl.